From a dataset of Tyrosyl-DNA phosphodiesterase HTS with 341,365 compounds. Binary Classification. Given a drug SMILES string, predict its activity (active/inactive) in a high-throughput screening assay against a specified biological target. The compound is s1c2n(nc(c2cc1C(=O)NCCN(CC)CC)c1cc(OC)ccc1)C. The result is 0 (inactive).